From a dataset of Peptide-MHC class I binding affinity with 185,985 pairs from IEDB/IMGT. Regression. Given a peptide amino acid sequence and an MHC pseudo amino acid sequence, predict their binding affinity value. This is MHC class I binding data. (1) The peptide sequence is YWDQVTFFY. The MHC is HLA-A02:03 with pseudo-sequence HLA-A02:03. The binding affinity (normalized) is 0.0847. (2) The peptide sequence is EMWAQDAA. The MHC is HLA-A03:01 with pseudo-sequence HLA-A03:01. The binding affinity (normalized) is 0. (3) The MHC is H-2-Kb with pseudo-sequence H-2-Kb. The peptide sequence is FRDLLFKLLEY. The binding affinity (normalized) is 0.0317. (4) The peptide sequence is LRLKPCYPYI. The MHC is H-2-Db with pseudo-sequence H-2-Db. The binding affinity (normalized) is 0.118. (5) The peptide sequence is MRDLRQHEV. The MHC is HLA-A68:02 with pseudo-sequence HLA-A68:02. The binding affinity (normalized) is 0.0847. (6) The peptide sequence is MSRGYFEHMK. The MHC is HLA-A03:01 with pseudo-sequence HLA-A03:01. The binding affinity (normalized) is 0.680.